From a dataset of Full USPTO retrosynthesis dataset with 1.9M reactions from patents (1976-2016). Predict the reactants needed to synthesize the given product. (1) Given the product [Br:17][CH2:1][C:2]1[C:3]([C:8]#[N:9])=[N:4][CH:5]=[CH:6][CH:7]=1, predict the reactants needed to synthesize it. The reactants are: [CH3:1][C:2]1[C:3]([C:8]#[N:9])=[N:4][CH:5]=[CH:6][CH:7]=1.C1C(=O)N([Br:17])C(=O)C1. (2) Given the product [C:1]([O:5][C:6]([NH:7][C:8]1([C:12]2[CH:17]=[CH:16][C:15]([C:18]3[N:19]=[C:20]([NH:42][CH2:43][CH2:44][C:45]([O:47][CH2:48][CH3:49])=[O:46])[C:21]([N+:30]([O-:32])=[O:31])=[CH:22][C:23]=3[C:24]3[CH:29]=[CH:28][CH:27]=[CH:26][CH:25]=3)=[CH:14][CH:13]=2)[CH2:11][CH2:10][CH2:9]1)=[O:34])([CH3:4])([CH3:3])[CH3:2], predict the reactants needed to synthesize it. The reactants are: [C:1]([O:5][C:6](=[O:34])[NH:7][C:8]1([C:12]2[CH:17]=[CH:16][C:15]([C:18]3[C:23]([C:24]4[CH:29]=[CH:28][CH:27]=[CH:26][CH:25]=4)=[CH:22][C:21]([N+:30]([O-:32])=[O:31])=[C:20](Cl)[N:19]=3)=[CH:14][CH:13]=2)[CH2:11][CH2:10][CH2:9]1)([CH3:4])([CH3:3])[CH3:2].C(N(CC)CC)C.[NH2:42][CH2:43][CH2:44][C:45]([O:47][CH2:48][CH3:49])=[O:46].Cl. (3) Given the product [Br:1][C:2]1[CH:3]=[CH:4][C:5]([CH3:17])=[C:6]([CH2:8][N:45]([CH2:44][C:35]2[C:36]([NH:37][CH:38]3[CH2:43][CH2:42][O:41][CH2:40][CH2:39]3)=[C:31]3[CH:30]=[N:29][N:28]([CH2:26][CH3:27])[C:32]3=[N:33][C:34]=2[CH2:57][CH3:58])[C:46]([C:48]2[CH:56]=[CH:55][CH:54]=[C:50]([C:51]([NH2:21])=[O:52])[CH:49]=2)=[O:47])[CH:7]=1, predict the reactants needed to synthesize it. The reactants are: [Br:1][C:2]1[CH:3]=[CH:4][C:5]([CH3:17])=[C:6]([CH2:8]NC(=O)OC(C)(C)C)[CH:7]=1.Cl.CC[N:21](CC)CC.[CH2:26]([N:28]1[C:32]2=[N:33][C:34]([CH2:57][CH3:58])=[C:35]([CH2:44][NH:45][C:46]([C:48]3[CH:49]=[C:50]([CH:54]=[CH:55][CH:56]=3)[C:51](O)=[O:52])=[O:47])[C:36]([NH:37][CH:38]3[CH2:43][CH2:42][O:41][CH2:40][CH2:39]3)=[C:31]2[CH:30]=[N:29]1)[CH3:27].CN(C(ON1N=NC2C=CC=CC1=2)=[N+](C)C)C.F[P-](F)(F)(F)(F)F. (4) Given the product [CH3:6][N:7]([CH3:12])[S:8]([N:1]1[CH:5]=[CH:4][N:3]=[CH:2]1)(=[O:10])=[O:9], predict the reactants needed to synthesize it. The reactants are: [NH:1]1[CH:5]=[CH:4][N:3]=[CH:2]1.[CH3:6][N:7]([CH3:12])[S:8](Cl)(=[O:10])=[O:9]. (5) Given the product [F:13][C:14]1[CH:15]=[CH:16][C:17]2[N:21]=[C:20]([CH:22]3[CH2:27][CH2:26][N:25]([CH2:28][C:29]4[CH:34]=[CH:33][C:32]([C:35]5[C:42]([C:43]6[CH:44]=[CH:45][CH:46]=[CH:47][CH:48]=6)=[CH:41][C:38]([C:39]6[N:40]=[N:7][NH:6][CH:5]=6)=[CH:37][N:36]=5)=[CH:31][CH:30]=4)[CH2:24][CH2:23]3)[NH:19][C:18]=2[CH:49]=1, predict the reactants needed to synthesize it. The reactants are: [Si]([CH:5]=[N+:6]=[N-:7])(C)(C)C.C([Li])CCC.[F:13][C:14]1[CH:15]=[CH:16][C:17]2[N:21]=[C:20]([CH:22]3[CH2:27][CH2:26][N:25]([CH2:28][C:29]4[CH:34]=[CH:33][C:32]([C:35]5[C:42]([C:43]6[CH:48]=[CH:47][CH:46]=[CH:45][CH:44]=6)=[CH:41][C:38]([C:39]#[N:40])=[CH:37][N:36]=5)=[CH:31][CH:30]=4)[CH2:24][CH2:23]3)[NH:19][C:18]=2[CH:49]=1. (6) Given the product [N+:1]([C:4]1[CH:5]=[C:6]2[C:10](=[CH:11][CH:12]=1)[NH:9][CH:8]=[C:7]2[CH:15]1[CH2:16][CH2:17][CH2:18][C:13](=[O:19])[CH2:14]1)([O-:3])=[O:2], predict the reactants needed to synthesize it. The reactants are: [N+:1]([C:4]1[CH:5]=[C:6]2[C:10](=[CH:11][CH:12]=1)[NH:9][CH:8]=[CH:7]2)([O-:3])=[O:2].[C:13]1(=[O:19])[CH2:18][CH2:17][CH2:16][CH:15]=[CH:14]1.